From a dataset of Full USPTO retrosynthesis dataset with 1.9M reactions from patents (1976-2016). Predict the reactants needed to synthesize the given product. (1) Given the product [CH3:44][O:43][C:40]1[CH:41]=[CH:42][C:37]([CH2:36][N:35]([CH2:45][C:46]2[CH:51]=[CH:50][C:49]([O:52][CH3:53])=[CH:48][CH:47]=2)[C:30]2[N:31]=[C:32]([CH3:34])[N:33]=[C:28]([C:15]3[CH:14]=[C:13]([C:6]4[CH:7]=[N:8][C:3]([O:2][CH3:1])=[CH:4][CH:5]=4)[CH:18]=[N:17][C:16]=3[NH:19][C:20]3[CH:21]=[N:22][C:23]([O:26][CH3:27])=[CH:24][CH:25]=3)[N:29]=2)=[CH:38][CH:39]=1, predict the reactants needed to synthesize it. The reactants are: [CH3:1][O:2][C:3]1[N:8]=[CH:7][C:6](B(O)O)=[CH:5][CH:4]=1.Cl[C:13]1[CH:14]=[C:15]([C:28]2[N:33]=[C:32]([CH3:34])[N:31]=[C:30]([N:35]([CH2:45][C:46]3[CH:51]=[CH:50][C:49]([O:52][CH3:53])=[CH:48][CH:47]=3)[CH2:36][C:37]3[CH:42]=[CH:41][C:40]([O:43][CH3:44])=[CH:39][CH:38]=3)[N:29]=2)[C:16]([NH:19][C:20]2[CH:21]=[N:22][C:23]([O:26][CH3:27])=[CH:24][CH:25]=2)=[N:17][CH:18]=1.C1(P(C2CCCCC2)C2C=CC=CC=2C2C(C(C)C)=CC(C(C)C)=CC=2C(C)C)CCCCC1.C(=O)([O-])[O-].[Na+].[Na+].[OH-].[Na+]. (2) Given the product [Cl:1][C:2]1([C:11]([F:23])=[O:13])[N:7]=[C:6]([NH:8][CH2:9][CH3:10])[CH:5]=[CH:4][NH:3]1, predict the reactants needed to synthesize it. The reactants are: [Cl:1][C:2]1([C:11]([OH:13])=O)[N:7]=[C:6]([NH:8][CH2:9][CH3:10])[CH:5]=[CH:4][NH:3]1.C(N(CC)CC)C.N1C(F)=NC(F)=NC=1[F:23]. (3) Given the product [CH2:1]([O:3][C:4]([C:6]1[N:7]([CH2:11][O:12][CH2:13][CH2:14][Si:15]([CH3:17])([CH3:16])[CH3:18])[CH:8]=[C:9]([Br:26])[N:10]=1)=[O:5])[CH3:2], predict the reactants needed to synthesize it. The reactants are: [CH2:1]([O:3][C:4]([C:6]1[N:7]([CH2:11][O:12][CH2:13][CH2:14][Si:15]([CH3:18])([CH3:17])[CH3:16])[CH:8]=[CH:9][N:10]=1)=[O:5])[CH3:2].C1C(=O)N([Br:26])C(=O)C1. (4) Given the product [CH3:1][N:2]1[CH2:7][CH2:6][N:5]([CH2:8][CH2:9][O:10][C:11]2[CH:16]=[CH:15][N:14]3[C:17]([C:20]([O-:22])=[O:21])=[CH:18][N:19]=[C:13]3[CH:12]=2)[CH2:4][CH2:3]1.[Li+:26], predict the reactants needed to synthesize it. The reactants are: [CH3:1][N:2]1[CH2:7][CH2:6][N:5]([CH2:8][CH2:9][O:10][C:11]2[CH:16]=[CH:15][N:14]3[C:17]([C:20]([O:22]CC)=[O:21])=[CH:18][N:19]=[C:13]3[CH:12]=2)[CH2:4][CH2:3]1.O.[Li+:26].[OH-]. (5) Given the product [C:1]([C:5]1[CH:6]=[C:7]([C:12](=[O:14])[CH3:13])[CH:8]=[C:9]([N+:15]([O-:17])=[O:16])[C:10]=1[OH:11])([CH3:4])([CH3:2])[CH3:3], predict the reactants needed to synthesize it. The reactants are: [C:1]([C:5]1[CH:6]=[C:7]([C:12](=[O:14])[CH3:13])[CH:8]=[CH:9][C:10]=1[OH:11])([CH3:4])([CH3:3])[CH3:2].[N+:15]([O-])([OH:17])=[O:16].C(OC(=O)C)(=O)C.Cl. (6) Given the product [BrH:1].[Br:11][C:8]1[CH:9]=[CH:10][C:5]([C:3]2[N:12]=[C:13]3[CH:14]=[CH:15][C:16]([C:19]#[N:20])=[CH:17][N:18]3[CH:2]=2)=[CH:6][CH:7]=1, predict the reactants needed to synthesize it. The reactants are: [Br:1][CH2:2][C:3]([C:5]1[CH:10]=[CH:9][C:8]([Br:11])=[CH:7][CH:6]=1)=O.[NH2:12][C:13]1[N:18]=[CH:17][C:16]([C:19]#[N:20])=[CH:15][CH:14]=1. (7) Given the product [F:1][C:2]1[CH:7]=[C:6]([O:14][CH3:13])[CH:5]=[C:4]([F:9])[C:3]=1[NH2:10], predict the reactants needed to synthesize it. The reactants are: [F:1][C:2]1[CH:7]=[C:6](F)[CH:5]=[C:4]([F:9])[C:3]=1[N+:10]([O-])=O.[CH3:13][O-:14].[Na+].